Dataset: Forward reaction prediction with 1.9M reactions from USPTO patents (1976-2016). Task: Predict the product of the given reaction. (1) Given the reactants FC(F)(F)C(O)=O.[CH3:8][C:9]1[CH:10]=[C:11]2[C:16](=[CH:17][CH:18]=1)[N:15]=[C:14]([NH2:19])[CH:13]=[N:12]2.C(N(CC)CC)C.[C:27](N1C=CC=CC1=O)(N1C=CC=CC1=O)=[S:28], predict the reaction product. The product is: [N:19]([C:14]1[CH:13]=[N:12][C:11]2[C:16](=[CH:17][CH:18]=[C:9]([CH3:8])[CH:10]=2)[N:15]=1)=[C:27]=[S:28]. (2) Given the reactants [CH2:1]([N:8]1[N:12]=[N:11][C:10]([C:13]([CH3:20])([CH3:19])[C:14](OCC)=[O:15])=[N:9]1)[C:2]1[CH:7]=[CH:6][CH:5]=[CH:4][CH:3]=1.CC(C[AlH]CC(C)C)C.Cl.[NH4+].[Cl-], predict the reaction product. The product is: [CH2:1]([N:8]1[N:12]=[N:11][C:10]([C:13]([CH3:20])([CH3:19])[CH:14]=[O:15])=[N:9]1)[C:2]1[CH:3]=[CH:4][CH:5]=[CH:6][CH:7]=1. (3) Given the reactants [Br:1][C:2]1[CH:3]=[C:4]([CH:7]=[CH:8][C:9]=1[F:10])[CH:5]=[O:6].[N+:11]([O-])([OH:13])=[O:12], predict the reaction product. The product is: [Br:1][C:2]1[C:9]([F:10])=[CH:8][C:7]([N+:11]([O-:13])=[O:12])=[C:4]([CH:3]=1)[CH:5]=[O:6]. (4) Given the reactants [NH2:1][C:2]1[C:3]([C:14]([O:16]C)=[O:15])=[CH:4][C:5]([Br:13])=[C:6]2[C:11]=1[N:10]([CH3:12])[CH2:9][CH2:8][CH2:7]2.[Li+].[OH-], predict the reaction product. The product is: [NH2:1][C:2]1[C:3]([C:14]([OH:16])=[O:15])=[CH:4][C:5]([Br:13])=[C:6]2[C:11]=1[N:10]([CH3:12])[CH2:9][CH2:8][CH2:7]2.